Dataset: Forward reaction prediction with 1.9M reactions from USPTO patents (1976-2016). Task: Predict the product of the given reaction. (1) Given the reactants [F:1][C:2]1([F:16])[CH2:5][N:4]([C:6]2[N:7]=[CH:8][C:9]([C:12]([O:14]C)=[O:13])=[N:10][CH:11]=2)[CH2:3]1.O.[OH-].[Li+].Cl, predict the reaction product. The product is: [F:16][C:2]1([F:1])[CH2:5][N:4]([C:6]2[N:7]=[CH:8][C:9]([C:12]([OH:14])=[O:13])=[N:10][CH:11]=2)[CH2:3]1. (2) Given the reactants [CH:1]([NH:4][C:5]([C:7]1[C:15]2[C:10](=[N:11][CH:12]=[C:13](Br)[N:14]=2)[N:9]([CH2:17][O:18][CH2:19][CH2:20][Si:21]([CH3:24])([CH3:23])[CH3:22])[CH:8]=1)=[O:6])([CH3:3])[CH3:2].[C:25]([O:29][C:30](=[O:42])[NH:31][C@H:32]1[C:40]2[C:35](=[CH:36][CH:37]=[C:38]([OH:41])[CH:39]=2)[CH2:34][CH2:33]1)([CH3:28])([CH3:27])[CH3:26].[O-]P([O-])([O-])=O.[K+].[K+].[K+].C(P(C(C)(C)C)C1C=CC=CC=1C1C=CC=CC=1N(C)C)(C)(C)C, predict the reaction product. The product is: [C:25]([O:29][C:30](=[O:42])[NH:31][C@H:32]1[C:40]2[C:35](=[CH:36][CH:37]=[C:38]([O:41][C:13]3[N:14]=[C:15]4[C:7]([C:5](=[O:6])[NH:4][CH:1]([CH3:3])[CH3:2])=[CH:8][N:9]([CH2:17][O:18][CH2:19][CH2:20][Si:21]([CH3:24])([CH3:23])[CH3:22])[C:10]4=[N:11][CH:12]=3)[CH:39]=2)[CH2:34][CH2:33]1)([CH3:28])([CH3:26])[CH3:27].